Task: Predict the product of the given reaction.. Dataset: Forward reaction prediction with 1.9M reactions from USPTO patents (1976-2016) (1) The product is: [CH3:10][C:6]1[CH:5]=[C:4]([CH3:11])[C:3]([CH3:12])=[C:2]2[C:7]=1[CH:8]=[C:22]([C:23]([O:25][CH2:26][CH3:27])=[O:24])[CH:21]([C:20]([F:19])([F:29])[F:28])[O:1]2. Given the reactants [OH:1][C:2]1[C:7]([CH:8]=O)=[C:6]([CH3:10])[CH:5]=[C:4]([CH3:11])[C:3]=1[CH3:12].C([O-])([O-])=O.[K+].[K+].[F:19][C:20]([F:29])([F:28])/[CH:21]=[CH:22]/[C:23]([O:25][CH2:26][CH3:27])=[O:24], predict the reaction product. (2) Given the reactants [OH:1][CH2:2][C:3]1[CH:10]=[CH:9][C:6]([C:7]#[N:8])=[CH:5][CH:4]=1.Cl[C:12]1[CH:29]=[C:16]2[N:17](C(OC(C)(C)C)=O)[C@H:18]([CH3:21])[CH2:19][CH2:20][N:15]2[C:14](=[O:30])[N:13]=1, predict the reaction product. The product is: [CH3:21][C@@H:18]1[CH2:19][CH2:20][N:15]2[C:14](=[O:30])[N:13]=[C:12]([O:1][CH2:2][C:3]3[CH:10]=[CH:9][C:6]([C:7]#[N:8])=[CH:5][CH:4]=3)[CH:29]=[C:16]2[NH:17]1. (3) Given the reactants [CH2:1]([N:4]([CH2:17][C:18]([OH:20])=O)[NH:5][C:6](=[O:16])[NH:7][C@H:8]([C:10]1[CH:15]=[CH:14][CH:13]=[CH:12][CH:11]=1)[CH3:9])[CH:2]=[CH2:3].[NH2:21][C@@H:22]([CH2:46][C:47]1[CH:52]=[CH:51][C:50]([O:53][C:54]([CH3:57])([CH3:56])[CH3:55])=[CH:49][CH:48]=1)[C:23]([N:25]([C@@H:37]([CH3:45])[CH:38]([O:42][CH2:43][CH3:44])[O:39][CH2:40][CH3:41])[CH2:26][C:27]1[CH:28]=[CH:29][CH:30]=[C:31]2[C:36]=1[N:35]=[CH:34][CH:33]=[CH:32]2)=[O:24], predict the reaction product. The product is: [CH2:1]([N:4]([CH2:17][C:18]([NH:21][C@@H:22]([CH2:46][C:47]1[CH:52]=[CH:51][C:50]([O:53][C:54]([CH3:57])([CH3:56])[CH3:55])=[CH:49][CH:48]=1)[C:23]([N:25]([C@@H:37]([CH3:45])[CH:38]([O:39][CH2:40][CH3:41])[O:42][CH2:43][CH3:44])[CH2:26][C:27]1[CH:28]=[CH:29][CH:30]=[C:31]2[C:36]=1[N:35]=[CH:34][CH:33]=[CH:32]2)=[O:24])=[O:20])[NH:5][C:6]([NH:7][C@H:8]([C:10]1[CH:11]=[CH:12][CH:13]=[CH:14][CH:15]=1)[CH3:9])=[O:16])[CH:2]=[CH2:3]. (4) Given the reactants [OH-].[Li+].[CH3:3][C:4]1[N:5]=[C:6]([CH:22]([CH3:24])[CH3:23])[N:7]([CH2:14][O:15][CH2:16][CH2:17][Si:18]([CH3:21])([CH3:20])[CH3:19])[C:8]=1[C:9]([O:11]CC)=[O:10].CO.OP(O)(O)=O, predict the reaction product. The product is: [CH3:3][C:4]1[N:5]=[C:6]([CH:22]([CH3:24])[CH3:23])[N:7]([CH2:14][O:15][CH2:16][CH2:17][Si:18]([CH3:19])([CH3:21])[CH3:20])[C:8]=1[C:9]([OH:11])=[O:10].